Dataset: Reaction yield outcomes from USPTO patents with 853,638 reactions. Task: Predict the reaction yield, written as a fraction of the theoretical maximum amount of product (1.0 means a 100% yield; for example, 0.34 means a 34% yield). The reactants are [H-].[Na+].[CH3:3][O:4][C:5]1[CH:13]=[C:12]2[C:8]([C:9]([C:15]#[N:16])=[C:10]([CH3:14])[NH:11]2)=[CH:7][CH:6]=1.[CH2:17](I)[CH3:18]. The catalyst is CN(C=O)C. The product is [CH2:17]([N:11]1[C:12]2[C:8](=[CH:7][CH:6]=[C:5]([O:4][CH3:3])[CH:13]=2)[C:9]([C:15]#[N:16])=[C:10]1[CH3:14])[CH3:18]. The yield is 0.920.